From a dataset of Experimentally validated miRNA-target interactions with 360,000+ pairs, plus equal number of negative samples. Binary Classification. Given a miRNA mature sequence and a target amino acid sequence, predict their likelihood of interaction. (1) The miRNA is hsa-miR-374a-5p with sequence UUAUAAUACAACCUGAUAAGUG. The protein sequence of the target gene is MEVLESGEQGVLQWDRKLSELSEPGDGEALMYHTHFSELLDEFSQNVLGQLLNDPFLSEKSVSMEVEPSPTSPAPLIQAEHSYSLCEEPRAQSPFTHITTSDSFNDDEVESEKWYLSTDFPSTSIKTEPVTDEPPPGLVPSVTLTITAISTPLEKEEPPLEMNTGVDSSCQTIIPKIKLEPHEVDQFLNFSPKEAPVDHLHLPPTPPSSHGSDSEGSLSPNPRLHPFSLPQTHSPSRAAPRAPSALSSSPLLTAPHKLQGSGPLVLTEEEKRTLIAEGYPIPTKLPLSKSEEKALKKIRR.... Result: 1 (interaction). (2) The miRNA is mmu-miR-467a-5p with sequence UAAGUGCCUGCAUGUAUAUGCG. The protein sequence of the target gene is MAAAAGDGTVKPLQSAMKLANGAIELDTGNRPREAYTEYLRSIHYISQVLLEEVETTKEAGETVPPDTSKMLKLAQQCLERAQSTAAKLGKTRLKPTMPAAAPIPQPAGRHRRVYSDEGGKLSPFLPPEIFQKLQGAESQSCKKELTPLEEASLQNQKLKAAYEARMARLDPSQAMQKTSLTLSLQRQMMENLVIAKAREETLQRKMEERRLRLQEAANRRFCSQVALTPEEREQRALYAAILEYEQDHDWPKHWKAKLKRNPGDLSLVTSLVSHLLSLPDHPIAQLLRRLQCSVYSALY.... Result: 0 (no interaction). (3) Result: 0 (no interaction). The miRNA is hsa-miR-642b-5p with sequence GGUUCCCUCUCCAAAUGUGUCU. The protein sequence of the target gene is MGATTMDQKSLWAGVVVLLLLQGGSAYKLVCYFTNWSQDRQEPGKFTPENIDPFLCSHLIYSFASIENNKVIIKDKSEVMLYQTINSLKTKNPKLKILLSIGGYLFGSKGFHPMVDSSTSRLEFINSIILFLRNHNFDGLDVSWIYPDQKENTHFTVLIHELAEAFQKDFTKSTKERLLLTAGVSAGRQMIDNSYQVEKLAKDLDFINLLSFDFHGSWEKPLITGHNSPLSKGWQDRGPSSYYNVEYAVGYWIHKGMPSEKVVMGIPTYGHSFTLASAETTVGAPASGPGAAGPITESSG....